From a dataset of Forward reaction prediction with 1.9M reactions from USPTO patents (1976-2016). Predict the product of the given reaction. (1) The product is: [OH:14][C:15]1[CH:22]=[CH:21][C:20]([CH3:23])=[CH:19][C:16]=1[CH2:17][N:4]1[CH2:5][CH2:6][N:1]([C:7]2[N:12]=[CH:11][NH:10][C:9](=[O:13])[CH:8]=2)[CH2:2][CH2:3]1. Given the reactants [N:1]1([C:7]2[N:12]=[CH:11][NH:10][C:9](=[O:13])[CH:8]=2)[CH2:6][CH2:5][NH:4][CH2:3][CH2:2]1.[OH:14][C:15]1[CH:22]=[CH:21][C:20]([CH3:23])=[CH:19][C:16]=1[CH:17]=O, predict the reaction product. (2) Given the reactants [Br:1][C:2]1[CH:22]=[CH:21][C:5]([O:6][CH2:7][CH:8]2[CH2:13][CH2:12][N:11](C(OC(C)(C)C)=O)[CH2:10][CH2:9]2)=[CH:4][C:3]=1[C:23]#[N:24].[ClH:25].O1CCOCC1, predict the reaction product. The product is: [ClH:25].[Br:1][C:2]1[CH:22]=[CH:21][C:5]([O:6][CH2:7][CH:8]2[CH2:13][CH2:12][NH:11][CH2:10][CH2:9]2)=[CH:4][C:3]=1[C:23]#[N:24]. (3) Given the reactants Cl[C:2]1[CH:3]=[C:4]2[C:9](=[CH:10][CH:11]=1)[C:8]([N:12]1[CH2:17][CH2:16][CH2:15][CH2:14][C@@H:13]1[CH3:18])=[N:7][N:6]=[CH:5]2.[CH:19]1([NH:22][C:23](=[O:40])[C:24]2[CH:29]=[CH:28][C:27]([CH3:30])=[C:26](B3OC(C)(C)C(C)(C)O3)[CH:25]=2)[CH2:21][CH2:20]1.C(=O)([O-])[O-].[K+].[K+].C1(P(C2CCCCC2)C2C=CC=CC=2C2C=CC=CC=2C)CCCCC1, predict the reaction product. The product is: [CH:19]1([NH:22][C:23](=[O:40])[C:24]2[CH:29]=[CH:28][C:27]([CH3:30])=[C:26]([C:2]3[CH:3]=[C:4]4[C:9](=[CH:10][CH:11]=3)[C:8]([N:12]3[CH2:17][CH2:16][CH2:15][CH2:14][C@@H:13]3[CH3:18])=[N:7][N:6]=[CH:5]4)[CH:25]=2)[CH2:20][CH2:21]1. (4) Given the reactants [Si:1]([O:8][CH2:9][CH2:10][CH2:11][N:12]1[CH2:16][CH2:15][NH:14][C:13]1=[O:17])([C:4]([CH3:7])([CH3:6])[CH3:5])([CH3:3])[CH3:2].[H-].[Na+].[CH3:20][O:21][CH:22]([O:26][CH3:27])[CH2:23][CH2:24]Br, predict the reaction product. The product is: [Si:1]([O:8][CH2:9][CH2:10][CH2:11][N:12]1[CH2:16][CH2:15][N:14]([CH2:24][CH2:23][CH:22]([O:26][CH3:27])[O:21][CH3:20])[C:13]1=[O:17])([C:4]([CH3:7])([CH3:5])[CH3:6])([CH3:3])[CH3:2]. (5) Given the reactants [CH3:1][C:2]1[C:7]([C:8]([F:11])([F:10])[F:9])=[CH:6][CH:5]=[CH:4][C:3]=1[N+:12]([O-:14])=[O:13].C1C(C(OO)=O)=CC=CC=1.BrN1C(=O)CCC1=O.Cl.[NH2:34][CH2:35][C:36]([O:38][CH2:39][CH3:40])=[O:37].C(=O)([O-])O.[Na+], predict the reaction product. The product is: [N+:12]([C:3]1[CH:4]=[CH:5][CH:6]=[C:7]([C:8]([F:11])([F:10])[F:9])[C:2]=1[CH2:1][CH:35]([NH2:34])[C:36]([O:38][CH2:39][CH3:40])=[O:37])([O-:14])=[O:13]. (6) Given the reactants [C:1]([O:5][C:6]([N:8]1[CH2:11][CH:10]([O:12][C:13]2[CH:18]=[CH:17][C:16]([NH:19][C:20]([C:22]3[S:23][C:24]([C:30]4[CH:35]=[CH:34][C:33]([Cl:36])=[CH:32][CH:31]=4)=[CH:25][C:26]=3[CH2:27][CH2:28]O)=[O:21])=[CH:15][C:14]=2[O:37][CH3:38])[CH2:9]1)=[O:7])([CH3:4])([CH3:3])[CH3:2].C(P(CCCC)CCCC)CCC.N(C(OC(C)C)=O)=NC(OC(C)C)=O, predict the reaction product. The product is: [C:1]([O:5][C:6]([N:8]1[CH2:11][CH:10]([O:12][C:13]2[CH:18]=[CH:17][C:16]([N:19]3[CH2:28][CH2:27][C:26]4[CH:25]=[C:24]([C:30]5[CH:31]=[CH:32][C:33]([Cl:36])=[CH:34][CH:35]=5)[S:23][C:22]=4[C:20]3=[O:21])=[CH:15][C:14]=2[O:37][CH3:38])[CH2:9]1)=[O:7])([CH3:4])([CH3:3])[CH3:2]. (7) Given the reactants [OH:1][CH2:2][C@@H:3]1[CH2:7][N:6]([C:8]([O:10][C:11]([CH3:14])([CH3:13])[CH3:12])=[O:9])[C@H:5]([C:15]([O:17][CH3:18])=[O:16])[CH2:4]1.[F:19][C:20]([F:28])(S(F)(=O)=O)C(O)=O, predict the reaction product. The product is: [F:19][CH:20]([F:28])[O:1][CH2:2][C@@H:3]1[CH2:7][N:6]([C:8]([O:10][C:11]([CH3:13])([CH3:14])[CH3:12])=[O:9])[C@H:5]([C:15]([O:17][CH3:18])=[O:16])[CH2:4]1.